From a dataset of Full USPTO retrosynthesis dataset with 1.9M reactions from patents (1976-2016). Predict the reactants needed to synthesize the given product. (1) Given the product [Cl:17][C:12]1[CH:11]=[C:10]([CH:15]=[C:14]([Cl:16])[CH:13]=1)[CH2:9][N:5]1[CH:6]=[CH:7][N:8]=[C:4]1[CH2:3][O:19][C:18]1[CH:20]=[C:21]([OH:22])[CH:23]=[CH:24][CH:25]=1, predict the reactants needed to synthesize it. The reactants are: Cl.Cl[CH2:3][C:4]1[N:5]([CH2:9][C:10]2[CH:15]=[C:14]([Cl:16])[CH:13]=[C:12]([Cl:17])[CH:11]=2)[CH:6]=[CH:7][N:8]=1.[C:18]1([CH:25]=[CH:24][CH:23]=[C:21]([OH:22])[CH:20]=1)[OH:19].C([O-])([O-])=O.[K+].[K+].Cl. (2) Given the product [F:1][C:2]1[CH:14]=[CH:13][C:5]2[N:6]([C:7]3[CH:12]=[CH:11][CH:10]=[CH:9][N:8]=3)[C:23](/[CH:22]=[CH:21]/[C:18]3[CH:19]=[CH:20][O:16][CH:17]=3)=[N:15][C:4]=2[CH:3]=1, predict the reactants needed to synthesize it. The reactants are: [F:1][C:2]1[CH:14]=[CH:13][C:5]([NH:6][C:7]2[CH:12]=[CH:11][CH:10]=[CH:9][N:8]=2)=[C:4]([NH2:15])[CH:3]=1.[O:16]1[CH:20]=[CH:19][C:18](/[CH:21]=[CH:22]/[C:23](Cl)=O)=[CH:17]1.N1C=CC=CC=1N1C2C=CC=CC=2N=C1/C=C/C1C=CC=CC=1. (3) The reactants are: [CH2:1]([N:3]1[C:7]2=[N:8][C:9]([CH2:32][CH3:33])=[C:10]([CH2:19][NH:20][C:21]([C:23]3[CH:24]=[C:25]([CH:29]=[CH:30][CH:31]=3)[C:26]([OH:28])=O)=[O:22])[C:11]([NH:12][CH:13]3[CH2:18][CH2:17][O:16][CH2:15][CH2:14]3)=[C:6]2[CH:5]=[N:4]1)[CH3:2].Cl.Cl.[CH3:36][N:37]1[CH:42]2[CH2:43][CH2:44][CH:38]1[CH2:39][CH:40]([CH2:45][C:46]1[CH:47]=[C:48]([C:52]3[CH:57]=[CH:56][CH:55]=[C:54]([CH2:58][NH2:59])[CH:53]=3)[CH:49]=[CH:50][CH:51]=1)[CH2:41]2.CN(C(ON1N=NC2C=CC=CC1=2)=[N+](C)C)C.F[P-](F)(F)(F)(F)F. Given the product [CH2:1]([N:3]1[C:7]2=[N:8][C:9]([CH2:32][CH3:33])=[C:10]([CH2:19][NH:20][C:21]([C:23]3[CH:31]=[CH:30][CH:29]=[C:25]([C:26]([NH:59][CH2:58][C:54]4[CH:53]=[C:52]([C:48]5[CH:49]=[CH:50][CH:51]=[C:46]([CH2:45][CH:40]6[CH2:39][CH:38]7[N:37]([CH3:36])[CH:42]([CH2:43][CH2:44]7)[CH2:41]6)[CH:47]=5)[CH:57]=[CH:56][CH:55]=4)=[O:28])[CH:24]=3)=[O:22])[C:11]([NH:12][CH:13]3[CH2:14][CH2:15][O:16][CH2:17][CH2:18]3)=[C:6]2[CH:5]=[N:4]1)[CH3:2], predict the reactants needed to synthesize it. (4) Given the product [O:11]=[C:9]1[C:10]2[C:6](=[CH:5][CH:4]=[CH:3][C:2]=2[C:13]#[C:12][C:14]2[CH:23]=[CH:22][C:17]([C:18]([O:20][CH3:21])=[O:19])=[CH:16][CH:15]=2)[CH2:7][CH2:8]1, predict the reactants needed to synthesize it. The reactants are: Br[C:2]1[CH:3]=[CH:4][CH:5]=[C:6]2[C:10]=1[C:9](=[O:11])[CH2:8][CH2:7]2.[C:12]([C:14]1[CH:23]=[CH:22][C:17]([C:18]([O:20][CH3:21])=[O:19])=[CH:16][CH:15]=1)#[CH:13].C([O-])([O-])=O.[Cs+].[Cs+].CC(C1C=C(C(C)C)C(C2C=CC=CC=2P(C2CCCCC2)C2CCCCC2)=C(C(C)C)C=1)C. (5) Given the product [CH:18]1([NH:17][C:15]([C:14]2[CH:21]=[CH:22][C:11]([C:8]3[N:6]4[CH:7]=[C:2]([NH:36][C:34]([C:29]5[CH:30]=[CH:31][CH:32]=[CH:33][N:28]=5)=[O:35])[N:3]=[C:4]([NH:23][CH2:24][CH:25]([CH3:27])[CH3:26])[C:5]4=[N:10][CH:9]=3)=[CH:12][CH:13]=2)=[O:16])[CH2:20][CH2:19]1, predict the reactants needed to synthesize it. The reactants are: Br[C:2]1[N:3]=[C:4]([NH:23][CH2:24][CH:25]([CH3:27])[CH3:26])[C:5]2[N:6]([C:8]([C:11]3[CH:22]=[CH:21][C:14]([C:15]([NH:17][CH:18]4[CH2:20][CH2:19]4)=[O:16])=[CH:13][CH:12]=3)=[CH:9][N:10]=2)[CH:7]=1.[N:28]1[CH:33]=[CH:32][CH:31]=[CH:30][C:29]=1[C:34]([NH2:36])=[O:35].C(=O)([O-])[O-].[Cs+].[Cs+].CC1(C)C2C=CC=C(P(C3C=CC=CC=3)C3C=CC=CC=3)C=2OC2C1=CC=CC=2P(C1C=CC=CC=1)C1C=CC=CC=1. (6) Given the product [CH:1]1([N:5]2[CH2:10][CH2:9][CH:8]([O:11][CH:12]3[CH2:17][CH2:16][N:15]([C:26]4[CH:25]=[CH:24][C:21]([C:22]#[N:23])=[CH:20][C:19]=4[F:18])[CH2:14][CH2:13]3)[CH2:7][CH2:6]2)[CH2:4][CH2:3][CH2:2]1, predict the reactants needed to synthesize it. The reactants are: [CH:1]1([N:5]2[CH2:10][CH2:9][CH:8]([O:11][CH:12]3[CH2:17][CH2:16][NH:15][CH2:14][CH2:13]3)[CH2:7][CH2:6]2)[CH2:4][CH2:3][CH2:2]1.[F:18][C:19]1[CH:20]=[C:21]([CH:24]=[CH:25][C:26]=1F)[C:22]#[N:23].C(=O)([O-])[O-].[K+].[K+]. (7) The reactants are: [CH2:1]([O:8][C:9]1[CH:10]=[C:11]([CH:15]=[C:16]([C:18]([O:20][CH3:21])=[O:19])[CH:17]=1)[C:12](O)=[O:13])[C:2]1[CH:7]=[CH:6][CH:5]=[CH:4][CH:3]=1.B.CSC. Given the product [CH2:1]([O:8][C:9]1[CH:17]=[C:16]([CH:15]=[C:11]([CH2:12][OH:13])[CH:10]=1)[C:18]([O:20][CH3:21])=[O:19])[C:2]1[CH:7]=[CH:6][CH:5]=[CH:4][CH:3]=1, predict the reactants needed to synthesize it. (8) The reactants are: Br[CH2:2][C:3]([C:5]1[C:6]([CH3:17])=[N:7][O:8][C:9]=1[C:10]1[CH:15]=[CH:14][C:13]([Br:16])=[CH:12][CH:11]=1)=[O:4].[CH2:18]([SH:25])[C:19]1[CH:24]=[CH:23][CH:22]=[CH:21][CH:20]=1. Given the product [CH2:18]([S:25][CH2:2][C:3]([C:5]1[C:6]([CH3:17])=[N:7][O:8][C:9]=1[C:10]1[CH:15]=[CH:14][C:13]([Br:16])=[CH:12][CH:11]=1)=[O:4])[C:19]1[CH:24]=[CH:23][CH:22]=[CH:21][CH:20]=1, predict the reactants needed to synthesize it.